From a dataset of Forward reaction prediction with 1.9M reactions from USPTO patents (1976-2016). Predict the product of the given reaction. (1) Given the reactants [Cl:1][C:2]1[N:6]2[C:7]3[CH:37]=[CH:36][C:35]([Cl:38])=[CH:34][C:8]=3[C@@H:9]([C:24]3[CH:29]=[CH:28][CH:27]=[C:26]([O:30][CH3:31])[C:25]=3[O:32][CH3:33])[O:10][C@H:11]([CH2:12][CH2:13][N:14]3[CH:18]=[C:17]([C:19]([O:21]CC)=[O:20])[CH:16]=[N:15]3)[C:5]2=[N:4][C:3]=1[Cl:39].[OH-].[Na+].Cl.CCCCCC, predict the reaction product. The product is: [Cl:1][C:2]1[N:6]2[C:7]3[CH:37]=[CH:36][C:35]([Cl:38])=[CH:34][C:8]=3[C@@H:9]([C:24]3[CH:29]=[CH:28][CH:27]=[C:26]([O:30][CH3:31])[C:25]=3[O:32][CH3:33])[O:10][C@H:11]([CH2:12][CH2:13][N:14]3[CH:18]=[C:17]([C:19]([OH:21])=[O:20])[CH:16]=[N:15]3)[C:5]2=[N:4][C:3]=1[Cl:39]. (2) Given the reactants [N+:1]([C:4]1[CH:12]=[C:11]2[C:7]([CH2:8][CH2:9][NH:10]2)=[CH:6][CH:5]=1)([O-])=O.C(=O)([O-])O.[Na+].Br[CH2:19][C:20]([O:22][CH3:23])=[O:21], predict the reaction product. The product is: [NH2:1][C:4]1[CH:12]=[C:11]2[C:7]([CH2:8][CH2:9][N:10]2[CH2:19][C:20]([O:22][CH3:23])=[O:21])=[CH:6][CH:5]=1. (3) Given the reactants [N:1]1[C:8](Cl)=[N:7][C:5]([Cl:6])=[N:4][C:2]=1[Cl:3].[F:10][C:11]1([F:16])[CH2:13][C@@H:12]1[CH2:14][OH:15].CCN(C(C)C)C(C)C.CCOC(C)=O, predict the reaction product. The product is: [Cl:3][C:2]1[N:4]=[C:5]([Cl:6])[N:7]=[C:8]([O:15][CH2:14][C@H:12]2[CH2:13][C:11]2([F:16])[F:10])[N:1]=1. (4) Given the reactants [Cl:1][C:2]1[CH:3]=[CH:4][C:5]([F:18])=[C:6]([C:8]2[N:9]=[C:10](I)[C:11]3[CH2:16][O:15][CH2:14][C:12]=3[N:13]=2)[CH:7]=1.C1C=CC(P(C2C(C3C(P(C4C=CC=CC=4)C4C=CC=CC=4)=CC=C4C=3C=CC=C4)=C3C(C=CC=C3)=CC=2)C2C=CC=CC=2)=CC=1.[NH2:65][C:66]1[CH:71]=[CH:70][N:69]=[CH:68][C:67]=1[CH3:72].C([O-])([O-])=O.[Cs+].[Cs+], predict the reaction product. The product is: [Cl:1][C:2]1[CH:3]=[CH:4][C:5]([F:18])=[C:6]([C:8]2[N:9]=[C:10]([NH:65][C:66]3[CH:71]=[CH:70][N:69]=[CH:68][C:67]=3[CH3:72])[C:11]3[CH2:16][O:15][CH2:14][C:12]=3[N:13]=2)[CH:7]=1.